The task is: Regression. Given a peptide amino acid sequence and an MHC pseudo amino acid sequence, predict their binding affinity value. This is MHC class I binding data.. This data is from Peptide-MHC class I binding affinity with 185,985 pairs from IEDB/IMGT. (1) The peptide sequence is VFAYVGCYNK. The MHC is HLA-A03:01 with pseudo-sequence HLA-A03:01. The binding affinity (normalized) is 0.322. (2) The peptide sequence is KLDFIRNTK. The MHC is HLA-B18:01 with pseudo-sequence HLA-B18:01. The binding affinity (normalized) is 0.0847. (3) The peptide sequence is LDTGADDTV. The MHC is H-2-Kk with pseudo-sequence H-2-Kk. The binding affinity (normalized) is 0.0929. (4) The peptide sequence is FLKNRFEAL. The MHC is HLA-B15:09 with pseudo-sequence HLA-B15:09. The binding affinity (normalized) is 0.0847. (5) The peptide sequence is FMVYVPLPA. The MHC is HLA-B08:01 with pseudo-sequence HLA-B08:01. The binding affinity (normalized) is 0.213.